From a dataset of Full USPTO retrosynthesis dataset with 1.9M reactions from patents (1976-2016). Predict the reactants needed to synthesize the given product. Given the product [F:1][C:2]1[CH:3]=[C:4]([CH2:9][C:10]2[CH:11]=[C:12]([N+:19]([O-:21])=[O:20])[C:13]([C:16]([O:23][CH3:22])=[O:17])=[N:14][CH:15]=2)[CH:5]=[CH:6][C:7]=1[F:8], predict the reactants needed to synthesize it. The reactants are: [F:1][C:2]1[CH:3]=[C:4]([CH2:9][C:10]2[CH:11]=[C:12]([N+:19]([O-:21])=[O:20])[C:13]([C:16](N)=[O:17])=[N:14][CH:15]=2)[CH:5]=[CH:6][C:7]=1[F:8].[CH3:22][OH:23].